From a dataset of HIV replication inhibition screening data with 41,000+ compounds from the AIDS Antiviral Screen. Binary Classification. Given a drug SMILES string, predict its activity (active/inactive) in a high-throughput screening assay against a specified biological target. (1) The drug is Clc1ccc(Cl)c(-c2csc(-c3cccnc3)n2)c1. The result is 0 (inactive). (2) The compound is CC1(C)C(=O)C(O)=CC2C1=CCC1C2(C)C(=O)CC2(C)C(C(C)(O)C(=O)CC(O)C(C)(C)O)C(O)CC12C. The result is 0 (inactive). (3) The compound is O=C(C=Cc1ccccc1-c1ccccc1)c1ccccc1. The result is 0 (inactive). (4) The molecule is CC1(C(=O)O)CCCC2(C)C1CCC1(C)c3cocc3CCC12. The result is 0 (inactive).